From a dataset of Full USPTO retrosynthesis dataset with 1.9M reactions from patents (1976-2016). Predict the reactants needed to synthesize the given product. (1) Given the product [CH3:19][N:20]1[CH:7]([C:3]2[CH:2]=[N:1][CH:6]=[CH:5][CH:4]=2)[CH2:8][C:9](=[O:18])[CH2:10][CH:11]1[C:12]1[CH:13]=[N:14][CH:15]=[CH:16][CH:17]=1, predict the reactants needed to synthesize it. The reactants are: [N:1]1[CH:6]=[CH:5][CH:4]=[C:3](/[CH:7]=[CH:8]/[C:9](=[O:18])/[CH:10]=[CH:11]/[C:12]2[CH:13]=[N:14][CH:15]=[CH:16][CH:17]=2)[CH:2]=1.[CH3:19][NH2:20]. (2) Given the product [NH2:23][C:20]1[CH:19]=[CH:18][C:17]([C:12]2[CH:11]=[C:10]3[C:15]([CH2:16][N:8]([C@@H:3]([CH:2]([CH3:27])[CH3:1])[C:4]([O:6][CH3:7])=[O:5])[C:9]3=[O:26])=[CH:14][CH:13]=2)=[CH:22][CH:21]=1, predict the reactants needed to synthesize it. The reactants are: [CH3:1][CH:2]([CH3:27])[C@H:3]([N:8]1[CH2:16][C:15]2[C:10](=[CH:11][C:12]([C:17]3[CH:22]=[CH:21][C:20]([N+:23]([O-])=O)=[CH:19][CH:18]=3)=[CH:13][CH:14]=2)[C:9]1=[O:26])[C:4]([O:6][CH3:7])=[O:5].[Cl-].[NH4+].C1COCC1.O. (3) Given the product [F:1][C:2]([F:30])([F:31])[C:3]1[CH:4]=[CH:5][C:6]([C:9]2[CH:10]=[C:11]([CH:27]=[CH:28][CH:29]=2)[CH2:12][O:13][C:14]2[CH:19]=[CH:18][C:17](/[CH:20]=[CH:21]/[C:22]([O:24][CH3:25])=[O:23])=[C:16]([O:26][CH2:34][C:33]#[CH:32])[CH:15]=2)=[CH:7][CH:8]=1, predict the reactants needed to synthesize it. The reactants are: [F:1][C:2]([F:31])([F:30])[C:3]1[CH:8]=[CH:7][C:6]([C:9]2[CH:10]=[C:11]([CH:27]=[CH:28][CH:29]=2)[CH2:12][O:13][C:14]2[CH:19]=[CH:18][C:17](/[CH:20]=[CH:21]/[C:22]([O:24][CH3:25])=[O:23])=[C:16]([OH:26])[CH:15]=2)=[CH:5][CH:4]=1.[CH2:32](Br)[C:33]#[CH:34].C([O-])([O-])=O.[K+].[K+].O. (4) Given the product [NH2:23][C:21]1[CH:20]=[CH:19][C:13]2[O:14][C@@H:15]([CH2:17][OH:18])[CH2:16][N:11]([S:8]([C:5]3[CH:4]=[CH:3][C:2]([F:1])=[CH:7][CH:6]=3)(=[O:9])=[O:10])[C:12]=2[CH:22]=1, predict the reactants needed to synthesize it. The reactants are: [F:1][C:2]1[CH:7]=[CH:6][C:5]([S:8]([N:11]2[CH2:16][C@H:15]([CH2:17][OH:18])[O:14][C:13]3[CH:19]=[CH:20][C:21]([N+:23]([O-])=O)=[CH:22][C:12]2=3)(=[O:10])=[O:9])=[CH:4][CH:3]=1.C([O-])=O.[NH4+]. (5) Given the product [CH2:1]([O:3][C:4](=[O:43])[C@@H:5]([NH:7][P:8]([OH:28])([O:10][CH2:11][C@H:12]1[O:16][C@@H:15]([N:17]2[CH:24]=[CH:23][C:21]([NH2:22])=[N:20][C:18]2=[O:19])[C@:14]([CH3:26])([OH:25])[C@@H:13]1[OH:27])=[O:9])[CH3:6])[CH3:2], predict the reactants needed to synthesize it. The reactants are: [CH2:1]([O:3][C:4](=[O:43])[C@@H:5]([NH:7][P:8]([O:28]CC1C2C=CC=CC=2C2C1=CC=CC=2)([O:10][CH2:11][C@H:12]1[O:16][C@@H:15]([N:17]2[CH:24]=[CH:23][C:21]([NH2:22])=[N:20][C:18]2=[O:19])[C@:14]([CH3:26])([OH:25])[C@@H:13]1[OH:27])=[O:9])[CH3:6])[CH3:2].N1CCCCC1. (6) Given the product [N:1]1[CH:6]=[CH:5][C:4]([CH:7]([NH2:10])[CH2:8][CH3:9])=[CH:3][N:2]=1, predict the reactants needed to synthesize it. The reactants are: [N:1]1[CH:6]=[CH:5][C:4]([CH:7]([N:10]2C(=O)C3C(=CC=CC=3)C2=O)[CH2:8][CH3:9])=[CH:3][N:2]=1.O.NN. (7) Given the product [F-:5].[CH2:19]([N+:10]([CH2:6][CH2:7][CH2:8][CH3:9])([CH2:11][CH2:12][CH2:13][CH3:14])[CH2:15][CH2:16][CH2:17][CH3:18])[CH2:20][CH2:21][CH3:22].[CH3:23][N:24]([CH:26]=[O:27])[CH3:25], predict the reactants needed to synthesize it. The reactants are: CC1CC=1.[F-:5].[CH2:6]([N+:10]([CH2:19][CH2:20][CH2:21][CH3:22])([CH2:15][CH2:16][CH2:17][CH3:18])[CH2:11][CH2:12][CH2:13][CH3:14])[CH2:7][CH2:8][CH3:9].[CH3:23][N:24]([CH:26]=[O:27])[CH3:25]. (8) Given the product [CH3:1][CH:2]1[CH2:9][C@H:8]2[C@H:4]([CH2:5][N:6]([C:29]([C:27]3[N:28]=[C:24]([CH3:23])[S:25][C:26]=3[C:32]3[CH:37]=[CH:36][CH:35]=[C:34]([C:38]([F:41])([F:39])[F:40])[CH:33]=3)=[O:30])[C@@H:7]2[CH2:10][NH:11][C:12]([C:14]2[N:21]3[C:17]([S:18][CH:19]=[CH:20]3)=[N:16][C:15]=2[CH3:22])=[O:13])[CH2:3]1, predict the reactants needed to synthesize it. The reactants are: [CH3:1][CH:2]1[CH2:9][C@H:8]2[C@H:4]([CH2:5][NH:6][C@@H:7]2[CH2:10][NH:11][C:12]([C:14]2[N:21]3[C:17]([S:18][CH:19]=[CH:20]3)=[N:16][C:15]=2[CH3:22])=[O:13])[CH2:3]1.[CH3:23][C:24]1[S:25][C:26]([C:32]2[CH:37]=[CH:36][CH:35]=[C:34]([C:38]([F:41])([F:40])[F:39])[CH:33]=2)=[C:27]([C:29](O)=[O:30])[N:28]=1. (9) Given the product [N:1]1([C:6]2[CH:16]=[CH:15][C:9]([CH2:10][OH:11])=[CH:8][CH:7]=2)[CH:5]=[CH:4][CH:3]=[N:2]1, predict the reactants needed to synthesize it. The reactants are: [N:1]1([C:6]2[CH:16]=[CH:15][C:9]([C:10](OCC)=[O:11])=[CH:8][CH:7]=2)[CH:5]=[CH:4][CH:3]=[N:2]1.[BH4-].[Na+].[Cl-].[Ca+2].[Cl-]. (10) Given the product [Na+:58].[CH3:45][C:44]1[C:39]([CH2:38][S:36]([C:28]2[N:27]([S:24]([C:21]3[CH:22]=[CH:23][C:18]([O:17][CH:14]([CH2:15][CH3:16])[C:13]([O-:52])=[O:12])=[CH:19][CH:20]=3)(=[O:25])=[O:26])[C:31]3[CH:32]=[CH:33][CH:34]=[CH:35][C:30]=3[N:29]=2)=[O:37])=[N:40][CH:41]=[CH:42][C:43]=1[O:46][CH2:47][C:48]([F:50])([F:49])[F:51], predict the reactants needed to synthesize it. The reactants are: C1(C)C=CC(S(CC[O:12][C:13](=[O:52])[CH:14]([O:17][C:18]2[CH:23]=[CH:22][C:21]([S:24]([N:27]3[C:31]4[CH:32]=[CH:33][CH:34]=[CH:35][C:30]=4[N:29]=[C:28]3[S:36]([CH2:38][C:39]3[C:44]([CH3:45])=[C:43]([O:46][CH2:47][C:48]([F:51])([F:50])[F:49])[CH:42]=[CH:41][N:40]=3)=[O:37])(=[O:26])=[O:25])=[CH:20][CH:19]=2)[CH2:15][CH3:16])(=O)=O)=CC=1.C([O-])(O)=O.[Na+:58].